From a dataset of Forward reaction prediction with 1.9M reactions from USPTO patents (1976-2016). Predict the product of the given reaction. (1) Given the reactants [NH2:1][C:2]1[CH:9]=[CH:8][CH:7]=[C:6](Br)[C:3]=1[C:4]#[N:5].[O:11]1[CH2:15][CH2:14][CH:13]=[C:12]1[Sn](C)(C)C.[Cl-].[NH4+].[OH-].[NH4+], predict the reaction product. The product is: [NH2:1][C:2]1[CH:9]=[CH:8][CH:7]=[C:6]([C:12]2[O:11][CH2:15][CH2:14][CH:13]=2)[C:3]=1[C:4]#[N:5]. (2) Given the reactants [C:1]([O:5][C:6](=[O:35])[NH:7][C:8]1[S:9][C:10](Br)=[CH:11][C:12]=1[C:13]([N:15]1[CH2:20][CH2:19][CH:18]([N:21]2[CH2:33][CH2:32][CH2:31][C:23]3([C:27](=[O:28])[O:26][C:25]([CH3:30])([CH3:29])[CH2:24]3)[CH2:22]2)[CH2:17][CH2:16]1)=[O:14])([CH3:4])([CH3:3])[CH3:2].[OH:36][C:37]1[CH:42]=[CH:41][C:40](B(O)O)=[CH:39][CH:38]=1, predict the reaction product. The product is: [C:1]([O:5][C:6](=[O:35])[NH:7][C:8]1[S:9][C:10]([C:40]2[CH:41]=[CH:42][C:37]([OH:36])=[CH:38][CH:39]=2)=[CH:11][C:12]=1[C:13]([N:15]1[CH2:20][CH2:19][CH:18]([N:21]2[CH2:33][CH2:32][CH2:31][C:23]3([C:27](=[O:28])[O:26][C:25]([CH3:30])([CH3:29])[CH2:24]3)[CH2:22]2)[CH2:17][CH2:16]1)=[O:14])([CH3:4])([CH3:3])[CH3:2]. (3) Given the reactants [Li+].[OH-].C[O:4][C:5](=[O:29])[CH2:6][CH2:7][CH2:8][N:9]([C:11]1[CH:16]=[C:15]([C:17]2[N:21]=[C:20]([C:22]3[S:23][CH:24]=[CH:25][C:26]=3[Cl:27])[O:19][N:18]=2)[CH:14]=[CH:13][C:12]=1[Cl:28])[CH3:10], predict the reaction product. The product is: [Cl:28][C:12]1[CH:13]=[CH:14][C:15]([C:17]2[N:21]=[C:20]([C:22]3[S:23][CH:24]=[CH:25][C:26]=3[Cl:27])[O:19][N:18]=2)=[CH:16][C:11]=1[N:9]([CH3:10])[CH2:8][CH2:7][CH2:6][C:5]([OH:29])=[O:4]. (4) Given the reactants C(OCCCCC)(=O)C.[OH:10][C:11]1[CH:20]=[CH:19][C:14]([C:15]([O:17]C)=[O:16])=[CH:13][CH:12]=1.C(=O)([O-])[O-].[K+].[K+].Cl.[Cl:28][CH2:29][CH2:30][N:31]1[CH2:36][CH2:35][CH2:34][CH2:33][CH2:32]1, predict the reaction product. The product is: [ClH:28].[N:31]1([CH2:30][CH2:29][O:10][C:11]2[CH:20]=[CH:19][C:14]([C:15]([OH:17])=[O:16])=[CH:13][CH:12]=2)[CH2:36][CH2:35][CH2:34][CH2:33][CH2:32]1. (5) Given the reactants Cl[C:2]1[C:3]2[C:10]([C:11]3[CH:16]=[CH:15][C:14]([CH2:17][CH3:18])=[CH:13][CH:12]=3)=[CH:9][O:8][C:4]=2[N:5]=[CH:6][N:7]=1.[OH:19][CH2:20][C@H:21]([CH3:32])[O:22][CH2:23][CH2:24][C:25]([O:27][C:28]([CH3:31])([CH3:30])[CH3:29])=[O:26], predict the reaction product. The product is: [CH2:17]([C:14]1[CH:15]=[CH:16][C:11]([C:10]2[C:3]3[C:2]([O:19][CH2:20][C@H:21]([CH3:32])[O:22][CH2:23][CH2:24][C:25]([O:27][C:28]([CH3:31])([CH3:30])[CH3:29])=[O:26])=[N:7][CH:6]=[N:5][C:4]=3[O:8][CH:9]=2)=[CH:12][CH:13]=1)[CH3:18].